Dataset: Buchwald-Hartwig C-N cross coupling reaction yields with 55,370 reactions. Task: Predict the reaction yield, written as a fraction of the theoretical maximum amount of product (1.0 means a 100% yield; for example, 0.34 means a 34% yield). (1) The reactants are FC(F)(F)c1ccc(Cl)cc1.Cc1ccc(N)cc1.O=S(=O)(O[Pd]1c2ccccc2-c2ccccc2N~1)C(F)(F)F.COc1ccc(OC)c(P(C(C)(C)C)C(C)(C)C)c1-c1c(C(C)C)cc(C(C)C)cc1C(C)C.CN1CCCN2CCCN=C12.CCOC(=O)c1cnoc1C. No catalyst specified. The product is Cc1ccc(Nc2ccc(C(F)(F)F)cc2)cc1. The yield is 0.202. (2) The reactants are FC(F)(F)c1ccc(Br)cc1.Cc1ccc(N)cc1.O=S(=O)(O[Pd]1c2ccccc2-c2ccccc2N~1)C(F)(F)F.CC(C)c1cc(C(C)C)c(-c2ccccc2P(C(C)(C)C)C(C)(C)C)c(C(C)C)c1.CCN=P(N=P(N(C)C)(N(C)C)N(C)C)(N(C)C)N(C)C.Cc1ccon1. No catalyst specified. The product is Cc1ccc(Nc2ccc(C(F)(F)F)cc2)cc1. The yield is 0.479. (3) The reactants are Ic1cccnc1.Cc1ccc(N)cc1.O=S(=O)(O[Pd]1c2ccccc2-c2ccccc2N~1)C(F)(F)F.COc1ccc(OC)c(P(C(C)(C)C)C(C)(C)C)c1-c1c(C(C)C)cc(C(C)C)cc1C(C)C.CCN=P(N=P(N(C)C)(N(C)C)N(C)C)(N(C)C)N(C)C.CCOC(=O)c1cnoc1. No catalyst specified. The product is Cc1ccc(Nc2cccnc2)cc1. The yield is 0.0650. (4) No catalyst specified. The yield is 0.376. The reactants are COc1ccc(I)cc1.Cc1ccc(N)cc1.O=S(=O)(O[Pd]1c2ccccc2-c2ccccc2N~1)C(F)(F)F.CC(C)c1cc(C(C)C)c(-c2ccccc2P(C2CCCCC2)C2CCCCC2)c(C(C)C)c1.CCN=P(N=P(N(C)C)(N(C)C)N(C)C)(N(C)C)N(C)C.CCOC(=O)c1cc(C)no1. The product is COc1ccc(Nc2ccc(C)cc2)cc1. (5) The reactants are Ic1cccnc1.Cc1ccc(N)cc1.O=S(=O)(O[Pd]1c2ccccc2-c2ccccc2N~1)C(F)(F)F.COc1ccc(OC)c(P(C(C)(C)C)C(C)(C)C)c1-c1c(C(C)C)cc(C(C)C)cc1C(C)C.CN(C)C(=NC(C)(C)C)N(C)C.Cc1cc(C)on1. The yield is 0.638. No catalyst specified. The product is Cc1ccc(Nc2cccnc2)cc1. (6) The reactants are FC(F)(F)c1ccc(Br)cc1.Cc1ccc(N)cc1.O=S(=O)(O[Pd]1c2ccccc2-c2ccccc2N~1)C(F)(F)F.COc1ccc(OC)c(P(C(C)(C)C)C(C)(C)C)c1-c1c(C(C)C)cc(C(C)C)cc1C(C)C.CN(C)C(=NC(C)(C)C)N(C)C.Cc1cc(-c2ccccc2)on1. No catalyst specified. The product is Cc1ccc(Nc2ccc(C(F)(F)F)cc2)cc1. The yield is 0.371. (7) The reactants are Ic1cccnc1.Cc1ccc(N)cc1.O=S(=O)(O[Pd]1c2ccccc2-c2ccccc2N~1)C(F)(F)F.CC(C)c1cc(C(C)C)c(-c2ccccc2P(C(C)(C)C)C(C)(C)C)c(C(C)C)c1.CCN=P(N=P(N(C)C)(N(C)C)N(C)C)(N(C)C)N(C)C.CCOC(=O)c1cnoc1. No catalyst specified. The product is Cc1ccc(Nc2cccnc2)cc1. The yield is 0.0442.